From a dataset of Reaction yield outcomes from USPTO patents with 853,638 reactions. Predict the reaction yield, written as a fraction of the theoretical maximum amount of product (1.0 means a 100% yield; for example, 0.34 means a 34% yield). (1) The reactants are [F:1][C:2]1[C:3]([CH2:8][C:9]([O-:11])=O)=[N:4][CH:5]=[CH:6][CH:7]=1.[Na+].[Br:13][C:14]1[C:15]([CH3:21])=[C:16]([CH:18]=[CH:19][CH:20]=1)[NH2:17].CCN(C(C)C)C(C)C.CN(C(ON1N=NC2C=CC=NC1=2)=[N+](C)C)C.F[P-](F)(F)(F)(F)F. The catalyst is CN(C=O)C.CCOC(C)=O. The product is [Br:13][C:14]1[C:15]([CH3:21])=[C:16]([NH:17][C:9](=[O:11])[CH2:8][C:3]2[C:2]([F:1])=[CH:7][CH:6]=[CH:5][N:4]=2)[CH:18]=[CH:19][CH:20]=1. The yield is 0.610. (2) The reactants are [CH2:1]([NH2:4])[CH:2]=[CH2:3].C(N(C(C)C)CC)(C)C.[F:14][C:15]1[CH:20]=[CH:19][CH:18]=[CH:17][C:16]=1[CH2:21][CH2:22]OS(C1C=CC(C)=CC=1)(=O)=O.[OH-].[Na+]. The catalyst is C(#N)C. The product is [CH2:1]([NH:4][CH2:22][CH2:21][C:16]1[CH:17]=[CH:18][CH:19]=[CH:20][C:15]=1[F:14])[CH:2]=[CH2:3]. The yield is 0.660. (3) The reactants are [CH3:1][C:2]([Si:5]([CH3:42])([CH3:41])[O:6][CH2:7][C@@:8]1([C:38]([OH:40])=O)[CH2:12][CH2:11][C@H:10]([C:13]2[CH:18]=[CH:17][C:16]([O:19][CH2:20][C:21]3[CH:26]=[CH:25][CH:24]=[CH:23][C:22]=3[F:27])=[CH:15][CH:14]=2)[N:9]1[C:28]([O:30][CH2:31][C:32]1[CH:37]=[CH:36][CH:35]=[CH:34][CH:33]=1)=[O:29])([CH3:4])[CH3:3].C[CH2:44][N:45](C(C)C)[CH:46](C)C.CN(C(ON1N=NC2C=CC=CC1=2)=[N+](C)C)C.[B-](F)(F)(F)F.CNC.C1COCC1. The catalyst is CN(C=O)C. The product is [CH3:44][N:45]([CH3:46])[C:38]([C@:8]1([CH2:7][O:6][Si:5]([C:2]([CH3:1])([CH3:3])[CH3:4])([CH3:42])[CH3:41])[CH2:12][CH2:11][C@H:10]([C:13]2[CH:18]=[CH:17][C:16]([O:19][CH2:20][C:21]3[CH:26]=[CH:25][CH:24]=[CH:23][C:22]=3[F:27])=[CH:15][CH:14]=2)[N:9]1[C:28]([O:30][CH2:31][C:32]1[CH:37]=[CH:36][CH:35]=[CH:34][CH:33]=1)=[O:29])=[O:40]. The yield is 0.780. (4) The reactants are [N:1]1([CH2:8][CH2:9][O:10][C:11]2[CH:16]=[CH:15][C:14]([C:17]([C:19]3[C:28]4[C:23](=[CH:24][C:25]([O:29]C)=[CH:26][CH:27]=4)[CH:22]=[CH:21][C:20]=3[C:31]3[C:36]([F:37])=[CH:35][C:34]([F:38])=[CH:33][C:32]=3[F:39])=[O:18])=[CH:13][CH:12]=2)[CH2:7][CH2:6][CH2:5][CH2:4][CH2:3][CH2:2]1.Cl.B(Br)(Br)Br.C(=O)(O)[O-].[Na+]. The catalyst is ClCCl.CO. The product is [N:1]1([CH2:8][CH2:9][O:10][C:11]2[CH:16]=[CH:15][C:14]([C:17]([C:19]3[C:28]4[C:23](=[CH:24][C:25]([OH:29])=[CH:26][CH:27]=4)[CH:22]=[CH:21][C:20]=3[C:31]3[C:36]([F:37])=[CH:35][C:34]([F:38])=[CH:33][C:32]=3[F:39])=[O:18])=[CH:13][CH:12]=2)[CH2:7][CH2:6][CH2:5][CH2:4][CH2:3][CH2:2]1. The yield is 0.570. (5) The reactants are [Cl:1][C:2]1[C:11]2[C:6](=[CH:7][CH:8]=[C:9]([C:12]#[C:13][C:14]3([OH:20])[CH2:19][CH2:18][O:17][CH2:16][CH2:15]3)[CH:10]=2)[N:5]=[CH:4][N:3]=1.[O:21]([C:28]1[CH:34]=[CH:33][C:31]([NH2:32])=[CH:30][CH:29]=1)[C:22]1[CH:27]=[CH:26][CH:25]=[CH:24][CH:23]=1. The catalyst is CC(O)(C)C.ClCCCl.C(Cl)Cl. The product is [ClH:1].[O:21]([C:28]1[CH:29]=[CH:30][C:31]([NH:32][C:2]2[C:11]3[C:6](=[CH:7][CH:8]=[C:9]([C:12]#[C:13][C:14]4([OH:20])[CH2:19][CH2:18][O:17][CH2:16][CH2:15]4)[CH:10]=3)[N:5]=[CH:4][N:3]=2)=[CH:33][CH:34]=1)[C:22]1[CH:27]=[CH:26][CH:25]=[CH:24][CH:23]=1. The yield is 0.730. (6) The reactants are [Cl:1][C:2]1[C:3]([F:31])=[CH:4][C:5]2[N:9]=[CH:8][N:7]([C:10]3[S:14][C:13]([C:15](OC)=[O:16])=[C:12]([O:19][C@@H:20]([C:22]4[CH:27]=[CH:26][CH:25]=[C:24]([OH:28])[C:23]=4[Cl:29])[CH3:21])[CH:11]=3)[C:6]=2[CH:30]=1.[CH3:32][N:33]1[CH2:38][CH2:37][CH:36](O)[CH2:35][CH2:34]1.C1(P(C2C=CC=CC=2)C2C=CC=CC=2)C=CC=CC=1.CC(OC(/[N:66]=N/C(OC(C)(C)C)=O)=O)(C)C. The catalyst is C(Cl)Cl. The product is [Cl:1][C:2]1[C:3]([F:31])=[CH:4][C:5]2[N:9]=[CH:8][N:7]([C:10]3[S:14][C:13]([C:15]([NH2:66])=[O:16])=[C:12]([O:19][C@@H:20]([C:22]4[CH:27]=[CH:26][CH:25]=[C:24]([O:28][CH:36]5[CH2:37][CH2:38][N:33]([CH3:32])[CH2:34][CH2:35]5)[C:23]=4[Cl:29])[CH3:21])[CH:11]=3)[C:6]=2[CH:30]=1. The yield is 0.610. (7) The reactants are Cl[C:2]1[C:3]2[CH:17]=[CH:16][C:15](=[O:18])[N:14]([C:19]3[C:24]([F:25])=[CH:23][CH:22]=[CH:21][C:20]=3[F:26])[C:4]=2[N:5]=[C:6]([NH:8][CH:9]([CH2:12][OH:13])[CH2:10][OH:11])[N:7]=1.[CH3:27][S:28][C:29]1[CH:34]=[CH:33][CH:32]=[CH:31][C:30]=1B(O)O.C([O-])([O-])=O.[K+].[K+]. The catalyst is O1CCOCC1.O.C1C=CC([P]([Pd]([P](C2C=CC=CC=2)(C2C=CC=CC=2)C2C=CC=CC=2)([P](C2C=CC=CC=2)(C2C=CC=CC=2)C2C=CC=CC=2)[P](C2C=CC=CC=2)(C2C=CC=CC=2)C2C=CC=CC=2)(C2C=CC=CC=2)C2C=CC=CC=2)=CC=1. The product is [CH3:27][S:28][C:29]1[CH:34]=[CH:33][CH:32]=[CH:31][C:30]=1[C:2]1[C:3]2[CH:17]=[CH:16][C:15](=[O:18])[N:14]([C:19]3[C:24]([F:25])=[CH:23][CH:22]=[CH:21][C:20]=3[F:26])[C:4]=2[N:5]=[C:6]([NH:8][CH:9]([CH2:12][OH:13])[CH2:10][OH:11])[N:7]=1. The yield is 0.890.